Dataset: Full USPTO retrosynthesis dataset with 1.9M reactions from patents (1976-2016). Task: Predict the reactants needed to synthesize the given product. (1) Given the product [CH3:1][C:2]1[CH:7]=[CH:6][C:5]([C:8]2[N:12]=[C:11]([N:13]3[CH2:17][CH2:16][C@H:15]([NH:18][C:29]4[N:34]=[CH:33][N:32]=[C:31]5[NH:35][N:36]=[CH:37][C:30]=45)[CH2:14]3)[O:10][N:9]=2)=[CH:4][CH:3]=1, predict the reactants needed to synthesize it. The reactants are: [CH3:1][C:2]1[CH:7]=[CH:6][C:5]([C:8]2[N:12]=[C:11]([N:13]3[CH2:17][CH2:16][C@H:15]([NH2:18])[CH2:14]3)[O:10][N:9]=2)=[CH:4][CH:3]=1.CCN(C(C)C)C(C)C.Cl[C:29]1[N:34]=[CH:33][N:32]=[C:31]2[N:35](C3CCCCO3)[N:36]=[CH:37][C:30]=12. (2) Given the product [NH:26]1[C:34]2[C:29](=[CH:30][CH:31]=[CH:32][CH:33]=2)[C:28]([CH:7]2[C:8]3[C:13](=[CH:12][CH:11]=[CH:10][CH:9]=3)[C:14]3[CH:1]=[CH:2][CH:3]=[CH:4][C:5]=3[N:6]2[C:21]([C:20]2[CH:24]=[CH:25][C:17]([O:16][CH3:15])=[CH:18][CH:19]=2)=[O:22])=[CH:27]1, predict the reactants needed to synthesize it. The reactants are: [CH:1]1[C:14]2[C:5](=[N:6][CH:7]=[C:8]3[C:13]=2[CH:12]=[CH:11][CH:10]=[CH:9]3)[CH:4]=[CH:3][CH:2]=1.[CH3:15][O:16][C:17]1[CH:25]=[CH:24][C:20]([C:21](Cl)=[O:22])=[CH:19][CH:18]=1.[NH:26]1[C:34]2[C:29](=[CH:30][CH:31]=[CH:32][CH:33]=2)[CH:28]=[CH:27]1. (3) Given the product [C:2]([C:4]1[C:5]([NH:34][C:35]([C:37]2[O:38][CH:39]=[CH:40][CH:41]=2)=[O:36])=[N:6][C:7]([C:26]2[CH:31]=[CH:30][C:29]([F:32])=[CH:28][C:27]=2[OH:33])=[CH:8][C:9]=1[C:10]1[CH:15]=[CH:14][CH:13]=[C:12]([NH:16][C:17](=[O:25])[CH2:18][C@@H:19]2[CH2:24][CH2:23][CH2:22][N:20]2[CH2:21][CH3:42])[CH:11]=1)#[N:3], predict the reactants needed to synthesize it. The reactants are: Cl.[C:2]([C:4]1[C:5]([NH:34][C:35]([C:37]2[O:38][CH:39]=[CH:40][CH:41]=2)=[O:36])=[N:6][C:7]([C:26]2[CH:31]=[CH:30][C:29]([F:32])=[CH:28][C:27]=2[OH:33])=[CH:8][C:9]=1[C:10]1[CH:15]=[CH:14][CH:13]=[C:12]([NH:16][C:17](=[O:25])[CH2:18][CH:19]2[CH2:24][CH2:23][CH2:22][CH2:21][NH:20]2)[CH:11]=1)#[N:3].[CH2:42](I)C.C(N(CC)C(C)C)(C)C. (4) Given the product [Cl:11][C:12]1[CH:13]=[C:14]2[C:18](=[CH:19][CH:20]=1)[NH:17][C:16](=[O:21])[C:15]2([OH:22])[C:3]1[S:4][CH:5]=[CH:6][C:7]=1[CH3:8], predict the reactants needed to synthesize it. The reactants are: [Mg].Br[C:3]1[S:4][CH:5]=[CH:6][C:7]=1[CH3:8].II.[Cl:11][C:12]1[CH:13]=[C:14]2[C:18](=[CH:19][CH:20]=1)[NH:17][C:16](=[O:21])[C:15]2=[O:22].[Cl-].[NH4+].